Dataset: Peptide-MHC class I binding affinity with 185,985 pairs from IEDB/IMGT. Task: Regression. Given a peptide amino acid sequence and an MHC pseudo amino acid sequence, predict their binding affinity value. This is MHC class I binding data. (1) The peptide sequence is QELKNSAVSL. The MHC is HLA-B18:01 with pseudo-sequence HLA-B18:01. The binding affinity (normalized) is 0.297. (2) The peptide sequence is TVIRFWHAM. The MHC is HLA-B38:01 with pseudo-sequence HLA-B38:01. The binding affinity (normalized) is 0.0847.